This data is from NCI-60 drug combinations with 297,098 pairs across 59 cell lines. The task is: Regression. Given two drug SMILES strings and cell line genomic features, predict the synergy score measuring deviation from expected non-interaction effect. (1) Drug 1: CC12CCC3C(C1CCC2O)C(CC4=C3C=CC(=C4)O)CCCCCCCCCS(=O)CCCC(C(F)(F)F)(F)F. Drug 2: CC12CCC3C(C1CCC2OP(=O)(O)O)CCC4=C3C=CC(=C4)OC(=O)N(CCCl)CCCl.[Na+]. Cell line: UACC-257. Synergy scores: CSS=20.6, Synergy_ZIP=-1.50, Synergy_Bliss=-0.179, Synergy_Loewe=-1.04, Synergy_HSA=-2.04. (2) Drug 1: C1C(C(OC1N2C=NC3=C(N=C(N=C32)Cl)N)CO)O. Drug 2: B(C(CC(C)C)NC(=O)C(CC1=CC=CC=C1)NC(=O)C2=NC=CN=C2)(O)O. Cell line: NCI-H226. Synergy scores: CSS=1.67, Synergy_ZIP=-2.41, Synergy_Bliss=-7.73, Synergy_Loewe=-49.5, Synergy_HSA=-10.2. (3) Drug 1: C1CCC(C1)C(CC#N)N2C=C(C=N2)C3=C4C=CNC4=NC=N3. Drug 2: C1=NC2=C(N=C(N=C2N1C3C(C(C(O3)CO)O)O)F)N. Cell line: IGROV1. Synergy scores: CSS=6.05, Synergy_ZIP=-2.48, Synergy_Bliss=-0.371, Synergy_Loewe=-4.84, Synergy_HSA=-1.21. (4) Drug 1: CCC1(CC2CC(C3=C(CCN(C2)C1)C4=CC=CC=C4N3)(C5=C(C=C6C(=C5)C78CCN9C7C(C=CC9)(C(C(C8N6C)(C(=O)OC)O)OC(=O)C)CC)OC)C(=O)OC)O.OS(=O)(=O)O. Drug 2: CCC1=C2CN3C(=CC4=C(C3=O)COC(=O)C4(CC)O)C2=NC5=C1C=C(C=C5)O. Cell line: COLO 205. Synergy scores: CSS=45.8, Synergy_ZIP=-2.81, Synergy_Bliss=3.08, Synergy_Loewe=-27.8, Synergy_HSA=3.85. (5) Drug 1: CC12CCC(CC1=CCC3C2CCC4(C3CC=C4C5=CN=CC=C5)C)O. Drug 2: C#CCC(CC1=CN=C2C(=N1)C(=NC(=N2)N)N)C3=CC=C(C=C3)C(=O)NC(CCC(=O)O)C(=O)O. Cell line: SNB-19. Synergy scores: CSS=1.21, Synergy_ZIP=-0.613, Synergy_Bliss=-1.61, Synergy_Loewe=-1.72, Synergy_HSA=-2.04.